The task is: Predict the reactants needed to synthesize the given product.. This data is from Full USPTO retrosynthesis dataset with 1.9M reactions from patents (1976-2016). (1) Given the product [CH3:28][O:29][CH2:30][CH2:31][N:32]1[CH:36]=[CH:35][C:34]([NH:37][C:9](=[O:11])[C@@H:8]([C:12]2[CH:17]=[CH:16][CH:15]=[C:14]([C:18]([F:21])([F:20])[F:19])[CH:13]=2)[CH2:7][C@H:4]2[CH2:5][CH2:6][C:2](=[O:1])[CH2:3]2)=[N:33]1, predict the reactants needed to synthesize it. The reactants are: [O:1]=[C:2]1[CH2:6][CH2:5][C@H:4]([CH2:7][C@H:8]([C:12]2[CH:17]=[CH:16][CH:15]=[C:14]([C:18]([F:21])([F:20])[F:19])[CH:13]=2)[C:9]([OH:11])=O)[CH2:3]1.C(Cl)(=O)C(Cl)=O.[CH3:28][O:29][CH2:30][CH2:31][N:32]1[CH:36]=[CH:35][C:34]([NH2:37])=[N:33]1.N1C(C)=CC=CC=1C. (2) The reactants are: Br[C:2]1[NH:3][C:4]([CH3:12])=[C:5]2[C:10]=1[CH2:9][CH2:8][CH2:7][C:6]2=[O:11].B(O)(O)[C:14]1[CH:15]=[CH:16][C:17]([CH3:20])=[CH:18][CH:19]=1.C([O-])([O-])=O.[Cs+].[Cs+].[O-]P([O-])([O-])=O.[O-]P([O-])([O-])=O.[Ca+2].[Ca+2].[Ca+2]. Given the product [CH3:12][C:4]1[NH:3][C:2]([C:14]2[CH:19]=[CH:18][C:17]([CH3:20])=[CH:16][CH:15]=2)=[C:10]2[C:5]=1[C:6](=[O:11])[CH2:7][CH2:8][CH2:9]2, predict the reactants needed to synthesize it. (3) The reactants are: [Br:1][C:2]1[CH:3]=[C:4]([S:8](Cl)(=[O:10])=[O:9])[CH:5]=[CH:6][CH:7]=1.[N:12]1([CH2:17][CH2:18][NH2:19])[CH2:16][CH2:15][CH2:14][CH2:13]1. Given the product [Br:1][C:2]1[CH:3]=[C:4]([S:8]([NH:19][CH2:18][CH2:17][N:12]2[CH2:16][CH2:15][CH2:14][CH2:13]2)(=[O:10])=[O:9])[CH:5]=[CH:6][CH:7]=1, predict the reactants needed to synthesize it.